Dataset: Full USPTO retrosynthesis dataset with 1.9M reactions from patents (1976-2016). Task: Predict the reactants needed to synthesize the given product. (1) Given the product [C:29]([NH:32][N:33]=[C:10]1[C@@H:9]([CH2:13][C:14]([O:16][CH3:17])=[O:15])[S:8][C@H:7]([C:18]2[CH:23]=[CH:22][CH:21]=[C:20]([O:24][CH3:25])[C:19]=2[O:26][CH3:27])[C:6]2[CH:28]=[C:2]([Cl:1])[CH:3]=[CH:4][C:5]=2[NH:11]1)(=[O:31])[CH3:30], predict the reactants needed to synthesize it. The reactants are: [Cl:1][C:2]1[CH:3]=[CH:4][C:5]2[NH:11][C:10](=S)[C@@H:9]([CH2:13][C:14]([O:16][CH3:17])=[O:15])[S:8][C@H:7]([C:18]3[CH:23]=[CH:22][CH:21]=[C:20]([O:24][CH3:25])[C:19]=3[O:26][CH3:27])[C:6]=2[CH:28]=1.[C:29]([NH:32][NH2:33])(=[O:31])[CH3:30]. (2) The reactants are: [NH2:1][C:2]1[CH:3]=[C:4]([C:8]2[C:16]([C:17]3[CH:22]=[CH:21][N:20]=[C:19]([NH:23][C:24]4[CH:29]=[CH:28][C:27]([O:30][CH3:31])=[C:26]([N:32]5[CH2:37][CH2:36][N:35]([CH2:38][CH2:39][S:40]([CH3:43])(=[O:42])=[O:41])[CH2:34][CH2:33]5)[CH:25]=4)[N:18]=3)=[C:11]3[CH:12]=[CH:13][CH:14]=[CH:15][N:10]3[N:9]=2)[CH:5]=[CH:6][CH:7]=1.[S:44]1[CH:48]=[CH:47][CH:46]=[C:45]1[CH2:49][C:50](Cl)=[O:51]. Given the product [CH3:31][O:30][C:27]1[CH:28]=[CH:29][C:24]([NH:23][C:19]2[N:18]=[C:17]([C:16]3[C:8]([C:4]4[CH:3]=[C:2]([NH:1][C:50](=[O:51])[CH2:49][C:45]5[S:44][CH:48]=[CH:47][CH:46]=5)[CH:7]=[CH:6][CH:5]=4)=[N:9][N:10]4[CH:15]=[CH:14][CH:13]=[CH:12][C:11]=34)[CH:22]=[CH:21][N:20]=2)=[CH:25][C:26]=1[N:32]1[CH2:37][CH2:36][N:35]([CH2:38][CH2:39][S:40]([CH3:43])(=[O:41])=[O:42])[CH2:34][CH2:33]1, predict the reactants needed to synthesize it. (3) Given the product [O:18]=[S:17]1(=[O:19])[CH2:20][CH2:21][CH2:22][CH2:23][N:16]1[C@@H:11]1[CH2:12][CH2:13][CH2:14][CH2:15][C@H:10]1[NH2:9], predict the reactants needed to synthesize it. The reactants are: [H-].[Na+].C(OC(=O)[NH:9][C@@H:10]1[CH2:15][CH2:14][CH2:13][CH2:12][C@H:11]1[NH:16][S:17]([CH2:20][CH2:21][CH2:22][CH2:23]Cl)(=[O:19])=[O:18])(C)(C)C.[I-].[Na+]. (4) Given the product [NH:1]([CH2:2][CH:3]1[CH2:12][CH2:11][CH2:10][C:9]2[CH:8]=[C:7]([NH:13][S:14]([C:17]3[CH:18]=[CH:19][CH:20]=[CH:21][CH:22]=3)(=[O:16])=[O:15])[CH:6]=[CH:5][C:4]1=2)[C:29]([NH2:30])=[NH:24], predict the reactants needed to synthesize it. The reactants are: [NH2:1][CH2:2][CH:3]1[CH2:12][CH2:11][CH2:10][C:9]2[CH:8]=[C:7]([NH:13][S:14]([C:17]3[CH:22]=[CH:21][CH:20]=[CH:19][CH:18]=3)(=[O:16])=[O:15])[CH:6]=[CH:5][C:4]1=2.Cl.[N:24]1([C:29](N)=[NH:30])C=CC=N1.C(N(CC)C(C)C)C.O. (5) Given the product [Cl:18][C:19]1[CH:24]=[CH:23][C:22]([C:25]2[C:30](=[O:58])[NH:29][CH:28]=[N:27][C:26]=2[C@@H:31]([NH:41][C:13](=[O:15])[CH2:12][N:5]2[C:6]3[CH2:7][CH2:8][CH2:9][CH2:10][C:11]=3[C:3]([C:2]([F:1])([F:17])[F:16])=[N:4]2)[CH2:32][C:33]2[CH:38]=[C:37]([F:39])[CH:36]=[C:35]([F:40])[CH:34]=2)=[CH:21][CH:20]=1, predict the reactants needed to synthesize it. The reactants are: [F:1][C:2]([F:17])([F:16])[C:3]1[C:11]2[CH2:10][CH2:9][CH2:8][CH2:7][C:6]=2[N:5]([CH2:12][C:13]([OH:15])=O)[N:4]=1.[Cl:18][C:19]1[CH:24]=[CH:23][C:22]([C:25]2[C:26]([C:31](=[NH:41])[CH2:32][C:33]3[CH:38]=[C:37]([F:39])[CH:36]=[C:35]([F:40])[CH:34]=3)=[N:27][CH:28]=[N:29][CH:30]=2)=[CH:21][CH:20]=1.C(N(CC)C(C)C)(C)C.CN(C([O:58]N1N=NC2C=CC=NC1=2)=[N+](C)C)C.F[P-](F)(F)(F)(F)F. (6) Given the product [O:26]=[C:18]1[C:17]2=[CH:27][CH:28]=[CH:29][N:16]2[N:15]=[C:14]([C@@H:12]([NH:11][C:9]2[C:10]3[C:2]([C:46]4[CH:54]=[C:53]([NH:55][S:56]([CH3:59])(=[O:57])=[O:58])[CH:52]=[C:51]5[C:47]=4[CH:48]=[CH:49][NH:50]5)=[CH:3][N:4]([CH2:30][O:31][CH2:32][CH2:33][Si:34]([CH3:37])([CH3:36])[CH3:35])[C:5]=3[N:6]=[CH:7][N:8]=2)[CH3:13])[N:19]1[C:20]1[CH:25]=[CH:24][CH:23]=[CH:22][CH:21]=1, predict the reactants needed to synthesize it. The reactants are: Br[C:2]1[C:10]2[C:9]([NH:11][C@H:12]([C:14]3[N:19]([C:20]4[CH:25]=[CH:24][CH:23]=[CH:22][CH:21]=4)[C:18](=[O:26])[C:17]4=[CH:27][CH:28]=[CH:29][N:16]4[N:15]=3)[CH3:13])=[N:8][CH:7]=[N:6][C:5]=2[N:4]([CH2:30][O:31][CH2:32][CH2:33][Si:34]([CH3:37])([CH3:36])[CH3:35])[CH:3]=1.CC1(C)C(C)(C)OB([C:46]2[CH:54]=[C:53]([NH:55][S:56]([CH3:59])(=[O:58])=[O:57])[CH:52]=[C:51]3[C:47]=2[CH:48]=[CH:49][NH:50]3)O1.CS(N)(=O)=O.B1(B2OC(C)(C)C(C)(C)O2)OC(C)(C)C(C)(C)O1.C(=O)([O-])[O-].[Na+].[Na+]. (7) Given the product [CH3:1][N:2]1[C:10]2[C:9]([N:11]3[CH2:16][CH2:15][O:14][CH2:13][CH2:12]3)=[N:8][C:7]([C:17]3[CH:18]=[C:19]([CH2:23][OH:24])[CH:20]=[CH:21][CH:22]=3)=[N:6][C:5]=2[C:4]([CH2:25][N:27]2[CH2:31][CH2:30][CH2:29][CH2:28]2)=[CH:3]1, predict the reactants needed to synthesize it. The reactants are: [CH3:1][N:2]1[C:10]2[C:9]([N:11]3[CH2:16][CH2:15][O:14][CH2:13][CH2:12]3)=[N:8][C:7]([C:17]3[CH:18]=[C:19]([CH2:23][OH:24])[CH:20]=[CH:21][CH:22]=3)=[N:6][C:5]=2[CH:4]=[CH:3]1.[CH2:25]=O.[NH:27]1[CH2:31][CH2:30][CH2:29][CH2:28]1. (8) Given the product [F:4][Al-:5]([F:11])([F:7])[F:6].[CH2:12]([N+:14]([CH2:18][CH3:19])([CH2:16][CH3:17])[CH3:15])[CH3:13], predict the reactants needed to synthesize it. The reactants are: O.O.O.[F-:4].[Al+3:5].[F-:6].[F-:7].O.O.O.[F-:11].[CH2:12]([N+:14]([CH2:18][CH3:19])([CH2:16][CH3:17])[CH3:15])[CH3:13]. (9) The reactants are: [Cl:1][C:2]1[CH:3]=[C:4]([CH2:21][C:22]([O:24]C)=[O:23])[CH:5]=[CH:6][C:7]=1[NH:8][C:9]([C:11]1[C:19]2[C:14](=[CH:15][CH:16]=[CH:17][CH:18]=2)[N:13]([CH3:20])[N:12]=1)=[O:10].C1COCC1.[OH-].[Na+]. Given the product [Cl:1][C:2]1[CH:3]=[C:4]([CH2:21][C:22]([OH:24])=[O:23])[CH:5]=[CH:6][C:7]=1[NH:8][C:9]([C:11]1[C:19]2[C:14](=[CH:15][CH:16]=[CH:17][CH:18]=2)[N:13]([CH3:20])[N:12]=1)=[O:10], predict the reactants needed to synthesize it. (10) Given the product [CH2:7]([N:9]1[C:19]([CH3:21])=[CH:18][C:16]([C:14]([O:13][CH2:12][CH3:11])=[O:15])=[N:10]1)[CH3:8], predict the reactants needed to synthesize it. The reactants are: C(O)(=O)C(O)=O.[CH2:7]([NH:9][NH2:10])[CH3:8].[CH3:11][CH2:12][O:13][C:14]([C:16]([CH2:18][C:19]([CH3:21])=O)=O)=[O:15].